This data is from Catalyst prediction with 721,799 reactions and 888 catalyst types from USPTO. The task is: Predict which catalyst facilitates the given reaction. (1) Reactant: Cl.O1CCOCC1.[Cl:8][C:9]1[CH:14]=[CH:13][C:12]([CH2:15][CH2:16][CH2:17][S:18][C:19]2[N:24]=[C:23]([NH:25][CH2:26][CH2:27][C:28]3[CH:33]=[CH:32][C:31]([OH:34])=[CH:30][CH:29]=3)[N:22]=[C:21]([N:35]3[CH2:40][CH2:39][N:38](C(OC(C)(C)C)=O)[CH2:37][CH2:36]3)[N:20]=2)=[CH:11][CH:10]=1. Product: [Cl:8][C:9]1[CH:14]=[CH:13][C:12]([CH2:15][CH2:16][CH2:17][S:18][C:19]2[N:20]=[C:21]([N:35]3[CH2:36][CH2:37][NH:38][CH2:39][CH2:40]3)[N:22]=[C:23]([NH:25][CH2:26][CH2:27][C:28]3[CH:29]=[CH:30][C:31]([OH:34])=[CH:32][CH:33]=3)[N:24]=2)=[CH:11][CH:10]=1. The catalyst class is: 12. (2) Reactant: C([O:5][C:6](=[O:39])[CH2:7][N:8]1[CH2:13][CH2:12][CH2:11][CH2:10][CH:9]1[CH2:14][CH2:15][NH:16][C:17]1[C:22](=[O:23])[N:21]([CH2:24][CH2:25][NH:26][CH2:27][C:28]2[C:36]3[C:31](=[CH:32][CH:33]=[C:34]([Cl:37])[CH:35]=3)[NH:30][N:29]=2)[C:20]([Cl:38])=[CH:19][N:18]=1)(C)(C)C. Product: [Cl:38][C:20]1[N:21]([CH2:24][CH2:25][NH:26][CH2:27][C:28]2[C:36]3[C:31](=[CH:32][CH:33]=[C:34]([Cl:37])[CH:35]=3)[NH:30][N:29]=2)[C:22](=[O:23])[C:17]([NH:16][CH2:15][CH2:14][CH:9]2[CH2:10][CH2:11][CH2:12][CH2:13][N:8]2[CH2:7][C:6]([OH:39])=[O:5])=[N:18][CH:19]=1. The catalyst class is: 137. (3) Reactant: [F:1][C:2]([F:19])([F:18])[C:3]1[CH:4]=[C:5]([S:9]([CH:12]2[CH2:15][CH:14]([CH2:16][OH:17])[CH2:13]2)(=[O:11])=[O:10])[CH:6]=[CH:7][CH:8]=1.[CH3:20][S:21](Cl)(=[O:23])=[O:22]. Product: [CH3:20][S:21]([O:17][CH2:16][CH:14]1[CH2:13][CH:12]([S:9]([C:5]2[CH:6]=[CH:7][CH:8]=[C:3]([C:2]([F:18])([F:1])[F:19])[CH:4]=2)(=[O:11])=[O:10])[CH2:15]1)(=[O:23])=[O:22]. The catalyst class is: 2. (4) Reactant: [Cl:1][CH2:2][C:3]1[C:4]([C:13]([F:16])([F:15])[F:14])=[N:5][N:6]([CH3:12])[C:7]=1[O:8][CH:9]([F:11])[F:10].[NH2:17][C:18]([NH2:20])=[S:19]. Product: [ClH:1].[F:10][CH:9]([F:11])[O:8][C:7]1[N:6]([CH3:12])[N:5]=[C:4]([C:13]([F:16])([F:15])[F:14])[C:3]=1[CH2:2][S:19][C:18](=[NH:17])[NH2:20]. The catalyst class is: 8. (5) Reactant: [NH2:1][CH2:2][CH:3]1[CH2:8][CH2:7][C:6]2[C:9]3[C:14]([NH:15][C:16]4[CH:25]=[CH:24][C:19]5[NH:20][C:21](=[O:23])[S:22][C:18]=5[CH:17]=4)=[N:13][CH:12]=[N:11][C:10]=3[S:26][C:5]=2[CH2:4]1.CN(C)C=O.[C:32](Cl)(=[O:37])[O:33][CH:34]([CH3:36])[CH3:35].C(N(CC)CC)C. Product: [O:23]=[C:21]1[NH:20][C:19]2[CH:24]=[CH:25][C:16]([NH:15][C:14]3[C:9]4[C:6]5[CH2:7][CH2:8][CH:3]([CH2:2][NH:1][C:32](=[O:37])[O:33][CH:34]([CH3:36])[CH3:35])[CH2:4][C:5]=5[S:26][C:10]=4[N:11]=[CH:12][N:13]=3)=[CH:17][C:18]=2[S:22]1. The catalyst class is: 6. (6) Reactant: [CH2:1]([O:3][C:4](=[O:25])/[C:5](=[CH:10]/[C:11]1[CH:16]=[CH:15][C:14]([N:17]2[CH:21]=[C:20]([CH3:22])[N:19]=[CH:18]2)=[C:13]([O:23][CH3:24])[CH:12]=1)/[CH2:6][CH2:7][CH2:8]Cl)[CH3:2].[CH3:26][O:27][C:28]1[CH:37]=[C:36]2[C:31]([CH2:32][CH2:33][CH2:34][CH:35]2[NH2:38])=[CH:30][CH:29]=1.C(=O)([O-])[O-].[K+].[K+].[I-].[Na+]. Product: [CH2:1]([O:3][C:4](=[O:25])/[C:5](=[CH:10]/[C:11]1[CH:16]=[CH:15][C:14]([N:17]2[CH:21]=[C:20]([CH3:22])[N:19]=[CH:18]2)=[C:13]([O:23][CH3:24])[CH:12]=1)/[CH2:6][CH2:7][CH2:8][NH:38][CH:35]1[C:36]2[C:31](=[CH:30][CH:29]=[C:28]([O:27][CH3:26])[CH:37]=2)[CH2:32][CH2:33][CH2:34]1)[CH3:2]. The catalyst class is: 744. (7) Reactant: [C:1]([CH2:3][C:4]([O:6][C:7]([CH3:10])([CH3:9])[CH3:8])=[O:5])#[N:2].[H-].[Na+].[H][H].[Cl:15][CH2:16][C:17](Cl)=[O:18]. Product: [C:7]([O:6][C:4](=[O:5])[C:3]([C:1]#[N:2])=[C:17]([OH:18])[CH2:16][Cl:15])([CH3:10])([CH3:9])[CH3:8]. The catalyst class is: 1.